This data is from Reaction yield outcomes from USPTO patents with 853,638 reactions. The task is: Predict the reaction yield, written as a fraction of the theoretical maximum amount of product (1.0 means a 100% yield; for example, 0.34 means a 34% yield). (1) The reactants are OO.[NH2:3][C:4]1[C:9]([Br:10])=[CH:8][CH:7]=[CH:6][C:5]=1[NH:11][CH2:12][C:13]([O:15]CC)=O.[OH-].[Na+].Cl. No catalyst specified. The product is [Br:10][C:9]1[CH:8]=[CH:7][CH:6]=[C:5]2[C:4]=1[NH:3][C:13](=[O:15])[CH:12]=[N:11]2. The yield is 0.380. (2) The reactants are [Br:1][C:2]1[C:10]2[C:5](=[CH:6][N:7]=[C:8]([CH:11]=[O:12])[CH:9]=2)[O:4][CH:3]=1.[OH:13]P([O-])(O)=O.[K+]. The catalyst is C1COCC1.CC(O)(C)C.O. The product is [Br:1][C:2]1[C:10]2[C:5](=[CH:6][N:7]=[C:8]([C:11]([OH:13])=[O:12])[CH:9]=2)[O:4][CH:3]=1. The yield is 0.990.